Dataset: Catalyst prediction with 721,799 reactions and 888 catalyst types from USPTO. Task: Predict which catalyst facilitates the given reaction. (1) Reactant: [CH2:1]([O:3][C:4]([C:6]1[C:24]([Cl:25])=[CH:23][C:9]2[N:10]=[C:11]([NH:13][C:14]3[CH:19]=[C:18]([CH2:20][NH2:21])[CH:17]=[CH:16][C:15]=3[Cl:22])[NH:12][C:8]=2[CH:7]=1)=[O:5])[CH3:2].[C:26](Cl)(=[O:31])[C:27]([CH3:30])([CH3:29])[CH3:28]. Product: [CH2:1]([O:3][C:4]([C:6]1[C:24]([Cl:25])=[CH:23][C:9]2[N:10]=[C:11]([NH:13][C:14]3[CH:19]=[C:18]([CH2:20][NH:21][C:26]([C:27]([CH3:30])([CH3:29])[CH3:28])=[O:31])[CH:17]=[CH:16][C:15]=3[Cl:22])[NH:12][C:8]=2[CH:7]=1)=[O:5])[CH3:2]. The catalyst class is: 1. (2) Reactant: [NH2:1][C:2]1[CH:7]=[CH:6][C:5]([C:8]2[C:16]3[C:15]([NH2:17])=[N:14][CH:13]=[N:12][C:11]=3[S:10][C:9]=2[CH2:18][CH3:19])=[CH:4][CH:3]=1.[CH2:20]([O:22][C:23]1[C:24](=O)[C:25](=[O:30])[C:26]=1[O:27]CC)[CH3:21]. Product: [NH2:17][C:15]1[C:16]2[C:8]([C:5]3[CH:4]=[CH:3][C:2]([NH:1][C:24]4[C:25](=[O:30])[C:26](=[O:27])[C:23]=4[O:22][CH2:20][CH3:21])=[CH:7][CH:6]=3)=[C:9]([CH2:18][CH3:19])[S:10][C:11]=2[N:12]=[CH:13][N:14]=1. The catalyst class is: 8.